Dataset: Reaction yield outcomes from USPTO patents with 853,638 reactions. Task: Predict the reaction yield, written as a fraction of the theoretical maximum amount of product (1.0 means a 100% yield; for example, 0.34 means a 34% yield). (1) The catalyst is CN(C=O)C.CCOCC.[Fe].C[Si](Cl)(C)C. The product is [F:1][C:2]1[C:3]([C:9]([NH:11][C:13](=[O:15])[CH3:14])=[CH2:10])=[N:4][CH:5]=[C:6]([F:8])[CH:7]=1. The reactants are [F:1][C:2]1[C:3](/[C:9](=[N:11]\O)/[CH3:10])=[N:4][CH:5]=[C:6]([F:8])[CH:7]=1.[C:13](OC(=O)C)(=[O:15])[CH3:14]. The yield is 0.190. (2) The reactants are [CH3:1][C@H:2]([C:15]([OH:17])=O)[C:3]1[CH:4]=[CH:5][C:6]2[CH:7]=[C:8]([O:13][CH3:14])[CH:9]=[CH:10][C:11]=2[CH:12]=1.[SH:18][CH2:19][CH2:20][CH2:21][CH2:22][OH:23].Cl.CN(C)CCCN=C=NCC. The catalyst is ClCCl. The product is [OH:23][CH2:22][CH2:21][CH2:20][CH2:19][S:18][C:15](=[O:17])[C@H:2]([C:3]1[CH:4]=[CH:5][C:6]2[C:11](=[CH:10][CH:9]=[C:8]([O:13][CH3:14])[CH:7]=2)[CH:12]=1)[CH3:1]. The yield is 0.300. (3) The reactants are Cl[C:2]1[N:7]=[C:6]([NH:8][C:9]2[CH:18]=[CH:17][CH:16]=[CH:15][C:10]=2[C:11]([NH:13][CH3:14])=[O:12])[C:5]([C:19]([F:22])([F:21])[F:20])=[CH:4][N:3]=1.[NH2:23][C:24]1[CH:42]=[CH:41][C:27]([CH2:28][P:29](=[O:40])([O:35][CH2:36][CH2:37][O:38][CH3:39])[O:30][CH2:31][CH2:32][O:33][CH3:34])=[CH:26][C:25]=1[O:43][CH3:44]. No catalyst specified. The product is [CH3:44][O:43][C:25]1[CH:26]=[C:27]([CH:41]=[CH:42][C:24]=1[NH:23][C:2]1[N:7]=[C:6]([NH:8][C:9]2[CH:18]=[CH:17][CH:16]=[CH:15][C:10]=2[C:11](=[O:12])[NH:13][CH3:14])[C:5]([C:19]([F:22])([F:21])[F:20])=[CH:4][N:3]=1)[CH2:28][P:29](=[O:40])([O:35][CH2:36][CH2:37][O:38][CH3:39])[O:30][CH2:31][CH2:32][O:33][CH3:34]. The yield is 0.610. (4) The reactants are Cl[C:2]([O:4][CH3:5])=[O:3].C([O-])([O-])=O.[K+].[K+].[C:12]([O:16][C:17](=[O:33])[N:18]([CH2:22][C:23]1[CH:28]=[C:27]([CH2:29][CH2:30][NH2:31])[CH:26]=[CH:25][C:24]=1[Cl:32])[CH:19]1[CH2:21][CH2:20]1)([CH3:15])([CH3:14])[CH3:13]. The catalyst is CC(C)=O. The product is [CH3:5][O:4][C:2](=[O:3])[NH:31][CH2:30][CH2:29][C:27]1[CH:26]=[CH:25][C:24]([Cl:32])=[C:23]([CH2:22][N:18]([C:17]([O:16][C:12]([CH3:15])([CH3:13])[CH3:14])=[O:33])[CH:19]2[CH2:20][CH2:21]2)[CH:28]=1. The yield is 0.670. (5) The reactants are [H-].[Na+].[C:3]([O:11][CH2:12][CH3:13])(=[O:10])[CH2:4][C:5]([O:7][CH2:8][CH3:9])=[O:6].[Br:14][C:15]1[CH:16]=[C:17]([N+:22]([O-:24])=[O:23])[C:18](Cl)=[N:19][CH:20]=1. The catalyst is CN(C)C=O. The product is [Br:14][C:15]1[CH:16]=[C:17]([N+:22]([O-:24])=[O:23])[C:18]([CH:4]([C:5]([O:7][CH2:8][CH3:9])=[O:6])[C:3]([O:11][CH2:12][CH3:13])=[O:10])=[N:19][CH:20]=1. The yield is 0.690. (6) The reactants are [O:1]=[C:2]1[CH2:6][CH2:5][C:4](=O)[N:3]1[CH2:8][CH2:9][O:10][C:11]1[CH:12]=[C:13]([CH:16]=[CH:17][CH:18]=1)[CH:14]=[O:15].OCCN1CCCC1=O.OCCN1C(=O)CCC1=O. No catalyst specified. The product is [O:1]=[C:2]1[CH2:6][CH2:5][CH2:4][N:3]1[CH2:8][CH2:9][O:10][C:11]1[CH:12]=[C:13]([CH:16]=[CH:17][CH:18]=1)[CH:14]=[O:15]. The yield is 0.180.